From a dataset of Forward reaction prediction with 1.9M reactions from USPTO patents (1976-2016). Predict the product of the given reaction. Given the reactants [NH:1]1[CH2:9][CH2:8][CH2:7][CH:3]([C:4]([OH:6])=[O:5])[CH2:2]1.[OH-].[Na+].[CH2:12]([O:19][C:20](Cl)=[O:21])[C:13]1[CH:18]=[CH:17][CH:16]=[CH:15][CH:14]=1.Cl, predict the reaction product. The product is: [CH2:12]([O:19][C:20]([N:1]1[CH2:9][CH2:8][CH2:7][CH:3]([C:4]([OH:6])=[O:5])[CH2:2]1)=[O:21])[C:13]1[CH:18]=[CH:17][CH:16]=[CH:15][CH:14]=1.